From a dataset of Forward reaction prediction with 1.9M reactions from USPTO patents (1976-2016). Predict the product of the given reaction. (1) Given the reactants [Br:1][C:2]1[CH:3]=[N:4][N:5]([CH3:25])[C:6]=1[C:7]1[CH:12]=[C:11]([N+:13]([O-])=O)[CH:10]=[CH:9][C:8]=1[O:16][CH2:17][C:18]1[CH:23]=[CH:22][C:21]([Cl:24])=[CH:20][CH:19]=1.O.O.Cl[Sn]Cl, predict the reaction product. The product is: [Br:1][C:2]1[CH:3]=[N:4][N:5]([CH3:25])[C:6]=1[C:7]1[CH:12]=[C:11]([NH2:13])[CH:10]=[CH:9][C:8]=1[O:16][CH2:17][C:18]1[CH:23]=[CH:22][C:21]([Cl:24])=[CH:20][CH:19]=1.[NH2:13][C:11]1[CH:12]=[CH:7][CH:8]=[CH:9][CH:10]=1. (2) Given the reactants N(C(OC(C)C)=O)=NC(OC(C)C)=O.O[CH2:16][CH:17]1[CH2:22][CH2:21][CH2:20][N:19]([C:23]([O:25][C:26]([CH3:29])([CH3:28])[CH3:27])=[O:24])[CH2:18]1.[C:30]1(=[O:40])[NH:34][C:33](=[O:35])[C:32]2=[CH:36][CH:37]=[CH:38][CH:39]=[C:31]12.C1(P(C2C=CC=CC=2)C2C=CC=CC=2)C=CC=CC=1, predict the reaction product. The product is: [O:35]=[C:33]1[C:32]2[C:31](=[CH:39][CH:38]=[CH:37][CH:36]=2)[C:30](=[O:40])[N:34]1[CH2:16][CH:17]1[CH2:22][CH2:21][CH2:20][N:19]([C:23]([O:25][C:26]([CH3:29])([CH3:28])[CH3:27])=[O:24])[CH2:18]1. (3) Given the reactants Cl[C:2]1[N:7]=[CH:6][C:5]([C:8]2[N:9]=[C:10]([O:29][CH2:30][CH2:31][O:32][CH3:33])[C:11]3[CH2:17][N:16]([C:18]([C:20]4[CH:21]=[N:22][N:23]5[CH:28]=[CH:27][CH:26]=[CH:25][C:24]=45)=[O:19])[CH2:15][CH2:14][C:12]=3[N:13]=2)=[CH:4][CH:3]=1.[CH3:34][Sn](C)(C)C, predict the reaction product. The product is: [CH3:33][O:32][CH2:31][CH2:30][O:29][C:10]1[C:11]2[CH2:17][N:16]([C:18]([C:20]3[CH:21]=[N:22][N:23]4[CH:28]=[CH:27][CH:26]=[CH:25][C:24]=34)=[O:19])[CH2:15][CH2:14][C:12]=2[N:13]=[C:8]([C:5]2[CH:6]=[N:7][C:2]([CH3:34])=[CH:3][CH:4]=2)[N:9]=1. (4) Given the reactants [N:1]1[CH:6]=[CH:5][CH:4]=[C:3]([CH:7]=O)[CH:2]=1.[BH4-].[Na+].[CH3:11][NH2:12], predict the reaction product. The product is: [CH3:11][NH:12][CH2:7][C:3]1[CH:2]=[N:1][CH:6]=[CH:5][CH:4]=1. (5) Given the reactants [Br:1][C:2]1[C:3](F)=[C:4]2[C:10]([NH:11][C:12](=[O:20])[C:13]3[CH:18]=[CH:17][CH:16]=[C:15]([F:19])[CH:14]=3)=[CH:9][NH:8][C:5]2=[N:6][CH:7]=1.[NH:22]1[CH2:27][CH2:26][CH2:25][C@@H:24]([NH:28][C:29](=[O:35])[O:30][C:31]([CH3:34])([CH3:33])[CH3:32])[CH2:23]1.CC#N.O, predict the reaction product. The product is: [Br:1][C:2]1[C:3]([N:22]2[CH2:27][CH2:26][CH2:25][C@@H:24]([NH:28][C:29](=[O:35])[O:30][C:31]([CH3:33])([CH3:32])[CH3:34])[CH2:23]2)=[C:4]2[C:10]([NH:11][C:12](=[O:20])[C:13]3[CH:18]=[CH:17][CH:16]=[C:15]([F:19])[CH:14]=3)=[CH:9][NH:8][C:5]2=[N:6][CH:7]=1. (6) Given the reactants [C:1](/[CH:3]=[C:4](\[N:7]1[CH2:12][CH2:11][N:10]([C:13]([O:15][C:16]([CH3:19])([CH3:18])[CH3:17])=[O:14])[CH2:9][CH2:8]1)/SC)#[N:2].[NH2:20][NH2:21].O, predict the reaction product. The product is: [NH2:2][C:1]1[NH:21][N:20]=[C:4]([N:7]2[CH2:12][CH2:11][N:10]([C:13]([O:15][C:16]([CH3:19])([CH3:18])[CH3:17])=[O:14])[CH2:9][CH2:8]2)[CH:3]=1. (7) Given the reactants [F:1][C:2]1[CH:3]=[C:4]([N:21]2[CH2:25][C@H:24]([CH2:26][OH:27])[O:23][C:22]2=[O:28])[CH:5]=[CH:6][C:7]=1[N:8]1[CH2:12][CH2:11][C@@H:10]([NH:13][C:14]([O:16][C:17]([CH3:20])([CH3:19])[CH3:18])=[O:15])[CH2:9]1.O[C:30]1[CH:34]=[CH:33][O:32][N:31]=1.N(C(N1CCCCC1)=O)=NC(N1CCCCC1)=O.C(P(CCCC)CCCC)CCC, predict the reaction product. The product is: [C:17]([O:16][C:14]([NH:13][C@@H:10]1[CH2:11][CH2:12][N:8]([C:7]2[CH:6]=[CH:5][C:4]([N:21]3[CH2:25][C@H:24]([CH2:26][O:27][C:30]4[CH:34]=[CH:33][O:32][N:31]=4)[O:23][C:22]3=[O:28])=[CH:3][C:2]=2[F:1])[CH2:9]1)=[O:15])([CH3:18])([CH3:19])[CH3:20]. (8) The product is: [Cl:45][C:31]1[C:32]([NH:34][C:35]2[CH:40]=[CH:39][CH:38]=[CH:37][C:36]=2[C:41]([NH:42][CH3:43])=[O:44])=[N:33][C:28]([NH:27][C:25]2[CH:24]=[CH:23][C:21]3[CH2:22][NH:16][CH2:17][C:18](=[O:46])[NH:19][C:20]=3[CH:26]=2)=[N:29][CH:30]=1. Given the reactants I[Si](C)(C)C.C(OC([N:16]1[CH2:22][C:21]2[CH:23]=[CH:24][C:25]([NH:27][C:28]3[N:33]=[C:32]([NH:34][C:35]4[CH:40]=[CH:39][CH:38]=[CH:37][C:36]=4[C:41](=[O:44])[NH:42][CH3:43])[C:31]([Cl:45])=[CH:30][N:29]=3)=[CH:26][C:20]=2[NH:19][C:18](=[O:46])[CH2:17]1)=O)C1C=CC=CC=1, predict the reaction product. (9) Given the reactants [CH2:1]([N:8]1[CH2:14][CH2:13][CH2:12][N:11]([C:15]([C:17]([C:32](=O)[CH3:33])=[CH:18][C:19]2[CH:20]=[C:21]([CH:29]=[CH:30][CH:31]=2)[C:22]([O:24]CCC#N)=[O:23])=[O:16])[CH2:10][CH2:9]1)[C:2]1[CH:7]=[CH:6][CH:5]=[CH:4][CH:3]=1.[NH2:35]/[C:36](/[CH3:56])=[CH:37]\[C:38]([O:40][CH2:41][CH2:42][CH:43]([C:50]1[CH:55]=[CH:54][CH:53]=[CH:52][CH:51]=1)[C:44]1[CH:49]=[CH:48][CH:47]=[CH:46][CH:45]=1)=[O:39], predict the reaction product. The product is: [CH2:1]([N:8]1[CH2:14][CH2:13][CH2:12][N:11]([C:15]([C:17]2[CH:18]([C:19]3[CH:31]=[CH:30][CH:29]=[C:21]([C:22]([OH:24])=[O:23])[CH:20]=3)[C:37]([C:38]([O:40][CH2:41][CH2:42][CH:43]([C:50]3[CH:55]=[CH:54][CH:53]=[CH:52][CH:51]=3)[C:44]3[CH:49]=[CH:48][CH:47]=[CH:46][CH:45]=3)=[O:39])=[C:36]([CH3:56])[NH:35][C:32]=2[CH3:33])=[O:16])[CH2:10][CH2:9]1)[C:2]1[CH:7]=[CH:6][CH:5]=[CH:4][CH:3]=1. (10) Given the reactants [Si:1]([O:18][CH2:19][CH2:20][CH:21]([C:23]1[CH:28]=[CH:27][C:26]([N+:29]([O-:31])=[O:30])=[CH:25][CH:24]=1)O)([C:14]([CH3:17])([CH3:16])[CH3:15])([C:8]1[CH:13]=[CH:12][CH:11]=[CH:10][CH:9]=1)[C:2]1[CH:7]=[CH:6][CH:5]=[CH:4][CH:3]=1.C1(P(C2C=CC=CC=2)C2C=CC=CC=2)C=CC=CC=1.N(C(OCC)=O)=NC(OCC)=O.[NH:63]=[N+:64]=[N-:65], predict the reaction product. The product is: [Si:1]([O:18][CH2:19][CH2:20][CH:21]([N:63]=[N+:64]=[N-:65])[C:23]1[CH:24]=[CH:25][C:26]([N+:29]([O-:31])=[O:30])=[CH:27][CH:28]=1)([C:14]([CH3:16])([CH3:17])[CH3:15])([C:2]1[CH:3]=[CH:4][CH:5]=[CH:6][CH:7]=1)[C:8]1[CH:13]=[CH:12][CH:11]=[CH:10][CH:9]=1.